Dataset: Full USPTO retrosynthesis dataset with 1.9M reactions from patents (1976-2016). Task: Predict the reactants needed to synthesize the given product. (1) Given the product [F:19][C:20]1[CH:25]=[CH:24][C:23]([C:2]2[CH:3]=[C:4]([N:8]3[CH2:16][CH:15]4[CH2:17][N:11]5[CH2:12][CH:13]([CH2:18][CH:9]3[CH2:10]5)[CH2:14]4)[CH:5]=[N:6][CH:7]=2)=[CH:22][CH:21]=1, predict the reactants needed to synthesize it. The reactants are: Br[C:2]1[CH:3]=[C:4]([N:8]2[CH2:16][CH:15]3[CH2:17][N:11]4[CH2:12][CH:13]([CH2:18][CH:9]2[CH2:10]4)[CH2:14]3)[CH:5]=[N:6][CH:7]=1.[F:19][C:20]1[CH:25]=[CH:24][C:23](B(O)O)=[CH:22][CH:21]=1. (2) Given the product [C:18]([C:21]1[CH:26]=[C:25]([C:2]2[N:3]=[C:4]([CH2:7][N:8]3[CH:12]=[C:11]([C:13]([O:15][CH2:16][CH3:17])=[O:14])[CH:10]=[N:9]3)[S:5][CH:6]=2)[CH:24]=[CH:23][CH:22]=1)(=[O:20])[CH3:19], predict the reactants needed to synthesize it. The reactants are: Br[C:2]1[N:3]=[C:4]([CH2:7][N:8]2[CH:12]=[C:11]([C:13]([O:15][CH2:16][CH3:17])=[O:14])[CH:10]=[N:9]2)[S:5][CH:6]=1.[C:18]([C:21]1[CH:22]=[C:23](B(O)O)[CH:24]=[CH:25][CH:26]=1)(=[O:20])[CH3:19].C(=O)([O-])[O-].[K+].[K+].O. (3) Given the product [NH2:35][C:34]1[C:29]([F:28])=[CH:30][C:31]([C@@H:45]2[CH2:47][C@H:46]2[C:48]([F:50])([F:49])[F:51])=[C:32]([N:38]2[C:42](=[O:43])[N:41]([CH3:44])[N:40]=[N:39]2)[CH:33]=1, predict the reactants needed to synthesize it. The reactants are: CC1C=C2N=C3C(=NC(NC3=O)=O)N(C[C@H](O)[C@H](O)[C@H](O)CO)C2=CC=1C.[F:28][C:29]1[C:34]([N+:35]([O-])=O)=[CH:33][C:32]([N:38]2[C:42](=[O:43])[N:41]([CH3:44])[N:40]=[N:39]2)=[C:31]([C@@H:45]2[CH2:47][C@H:46]2[C:48]([F:51])([F:50])[F:49])[CH:30]=1.CCO. (4) Given the product [F:39][C:3]([F:2])([F:38])[C:4]1[CH:5]=[C:6]([C@H:14]([O:16][C@H:17]2[CH2:22][CH2:21][N:20]([C:23]([C@H:25]3[CH2:26][CH2:27][C@H:28]([NH:31][C:42]([NH:41][CH3:40])=[O:43])[CH2:29][CH2:30]3)=[O:24])[CH2:19][C@H:18]2[C:32]2[CH:33]=[CH:34][CH:35]=[CH:36][CH:37]=2)[CH3:15])[CH:7]=[C:8]([C:10]([F:12])([F:11])[F:13])[CH:9]=1, predict the reactants needed to synthesize it. The reactants are: Cl.[F:2][C:3]([F:39])([F:38])[C:4]1[CH:5]=[C:6]([C@H:14]([O:16][C@H:17]2[CH2:22][CH2:21][N:20]([C:23]([C@H:25]3[CH2:30][CH2:29][C@H:28]([NH2:31])[CH2:27][CH2:26]3)=[O:24])[CH2:19][C@H:18]2[C:32]2[CH:37]=[CH:36][CH:35]=[CH:34][CH:33]=2)[CH3:15])[CH:7]=[C:8]([C:10]([F:13])([F:12])[F:11])[CH:9]=1.[CH3:40][N:41]=[C:42]=[O:43]. (5) Given the product [C:32]([S:34][CH:25]1[CH2:26][N:23]([C:20]2[S:21][CH:22]=[C:18]([C:16](=[O:17])[NH:15][C@H:10]([CH2:9][O:8][Si:1]([C:4]([CH3:5])([CH3:6])[CH3:7])([CH3:3])[CH3:2])[CH2:11][CH:12]([CH3:13])[CH3:14])[N:19]=2)[CH2:24]1)(=[O:35])[CH3:33], predict the reactants needed to synthesize it. The reactants are: [Si:1]([O:8][CH2:9][C@@H:10]([NH:15][C:16]([C:18]1[N:19]=[C:20]([N:23]2[CH2:26][CH:25](OS(C)(=O)=O)[CH2:24]2)[S:21][CH:22]=1)=[O:17])[CH2:11][CH:12]([CH3:14])[CH3:13])([C:4]([CH3:7])([CH3:6])[CH3:5])([CH3:3])[CH3:2].[C:32]([O-:35])(=[S:34])[CH3:33].[K+]. (6) The reactants are: [CH:1]1([CH2:4][O:5][C:6]2[CH:11]=[C:10]([O:12][CH3:13])[C:9]([F:14])=[CH:8][C:7]=2[C:15]2[C:16]3[NH:23][C:22]([CH3:24])=[C:21]([C:25]([OH:27])=O)[C:17]=3[N:18]=[CH:19][N:20]=2)[CH2:3][CH2:2]1.CCN(C(C)C)C(C)C.Cl.[NH2:38][C@H:39]([CH2:69][C:70]1[CH:75]=[CH:74][CH:73]=[C:72]([CH3:76])[CH:71]=1)[C:40]([N:42]1[CH2:47][CH2:46][CH:45]([N:48]2[N:57]=[C:56]([C:58]3[CH:63]=[CH:62][C:61]([O:64][CH3:65])=[C:60]([O:66][CH3:67])[CH:59]=3)[C@@H:55]3[C@@H:50]([CH2:51][CH2:52][CH2:53][CH2:54]3)[C:49]2=[O:68])[CH2:44][CH2:43]1)=[O:41].CCOC(C(C#N)=NOC(N1CCOCC1)=[N+](C)C)=O.F[P-](F)(F)(F)(F)F.C(=O)(O)[O-].[Na+]. Given the product [CH:1]1([CH2:4][O:5][C:6]2[CH:11]=[C:10]([O:12][CH3:13])[C:9]([F:14])=[CH:8][C:7]=2[C:15]2[C:16]3[NH:23][C:22]([CH3:24])=[C:21]([C:25]([NH:38][C@H:39]([CH2:69][C:70]4[CH:75]=[CH:74][CH:73]=[C:72]([CH3:76])[CH:71]=4)[C:40]([N:42]4[CH2:43][CH2:44][CH:45]([N:48]5[N:57]=[C:56]([C:58]6[CH:63]=[CH:62][C:61]([O:64][CH3:65])=[C:60]([O:66][CH3:67])[CH:59]=6)[C@@H:55]6[C@@H:50]([CH2:51][CH2:52][CH2:53][CH2:54]6)[C:49]5=[O:68])[CH2:46][CH2:47]4)=[O:41])=[O:27])[C:17]=3[N:18]=[CH:19][N:20]=2)[CH2:3][CH2:2]1, predict the reactants needed to synthesize it. (7) Given the product [F:18][C:19]([F:26])([F:25])[C:20](=[O:21])[CH2:2][C:1]([C:4]1[CH:9]=[CH:8][CH:7]=[C:6]([NH:10][C:11](=[O:15])[C:12]([CH3:14])=[CH2:13])[CH:5]=1)=[O:3], predict the reactants needed to synthesize it. The reactants are: [C:1]([C:4]1[CH:5]=[C:6]([NH:10][C:11](=[O:15])[C:12]([CH3:14])=[CH2:13])[CH:7]=[CH:8][CH:9]=1)(=[O:3])[CH3:2].[H-].[Na+].[F:18][C:19]([F:26])([F:25])[C:20](OCC)=[O:21]. (8) Given the product [C:11]([O:14][C:15]([N:1]1[CH2:6][CH2:5][CH2:4][CH2:3][CH:2]1[CH2:7][CH2:8][OH:9])=[O:16])([CH3:13])([CH3:12])[CH3:10], predict the reactants needed to synthesize it. The reactants are: [NH:1]1[CH2:6][CH2:5][CH2:4][CH2:3][CH:2]1[CH2:7][CH2:8][OH:9].[CH3:10][C:11]([O:14][C:15](O[C:15]([O:14][C:11]([CH3:13])([CH3:12])[CH3:10])=[O:16])=[O:16])([CH3:13])[CH3:12]. (9) Given the product [CH3:1][C:2]1[S:3][C:4]2[CH2:9][NH:8][CH2:7][C:5]=2[N:6]=1, predict the reactants needed to synthesize it. The reactants are: [CH3:1][C:2]1[S:3][C:4]2[CH2:9][N:8](S(C3C=CC(C)=CC=3)(=O)=O)[CH2:7][C:5]=2[N:6]=1.C1(O)C=CC=CC=1.Br.CCOCC.